Task: Predict the reaction yield, written as a fraction of the theoretical maximum amount of product (1.0 means a 100% yield; for example, 0.34 means a 34% yield).. Dataset: Reaction yield outcomes from USPTO patents with 853,638 reactions (1) The reactants are [NH:1]1[C:5]2[CH:6]=[CH:7][CH:8]=[CH:9][C:4]=2[N:3]=[C:2]1[NH:10][CH:11]1[CH2:16][CH2:15][CH:14]([NH:17][C:18]2[C:23]([N+:24]([O-])=O)=[CH:22][CH:21]=[CH:20][N:19]=2)[CH2:13][CH2:12]1. The catalyst is [Pd].CO. The product is [NH:1]1[C:5]2[CH:6]=[CH:7][CH:8]=[CH:9][C:4]=2[N:3]=[C:2]1[NH:10][CH:11]1[CH2:16][CH2:15][CH:14]([NH:17][C:18]2[C:23]([NH2:24])=[CH:22][CH:21]=[CH:20][N:19]=2)[CH2:13][CH2:12]1. The yield is 0.874. (2) The reactants are [C:1]([O:5][C:6](=[O:26])[NH:7][C:8]1[S:9][C:10]2[CH:16]=[C:15]([CH3:17])[C:14]([F:18])=[C:13]([C:19]3[CH:24]=[CH:23][CH:22]=[C:21]([Cl:25])[CH:20]=3)[C:11]=2[N:12]=1)([CH3:4])([CH3:3])[CH3:2].C1C(=O)N([Br:34])C(=O)C1.C(OOC(=O)C1C=CC=CC=1)(=O)C1C=CC=CC=1. The catalyst is C(Cl)(Cl)(Cl)Cl. The product is [C:1]([O:5][C:6](=[O:26])[NH:7][C:8]1[S:9][C:10]2[CH:16]=[C:15]([CH2:17][Br:34])[C:14]([F:18])=[C:13]([C:19]3[CH:24]=[CH:23][CH:22]=[C:21]([Cl:25])[CH:20]=3)[C:11]=2[N:12]=1)([CH3:4])([CH3:2])[CH3:3]. The yield is 0.530. (3) The reactants are [F:1][C:2]1[CH:19]=[CH:18][C:5]([O:6][C:7]2[C:12]([F:13])=[CH:11][C:10]([N+:14]([O-])=O)=[CH:9][C:8]=2[F:17])=[CH:4][CH:3]=1. The catalyst is [Pd].CCOC(C)=O. The product is [F:1][C:2]1[CH:19]=[CH:18][C:5]([O:6][C:7]2[C:12]([F:13])=[CH:11][C:10]([NH2:14])=[CH:9][C:8]=2[F:17])=[CH:4][CH:3]=1. The yield is 0.980. (4) The reactants are [CH2:1]([O:19][CH:20]([CH2:25][O:26][CH2:27][CH2:28][CH2:29][CH2:30][CH2:31][CH2:32][CH2:33][CH2:34][CH:35]=[CH:36][CH2:37][CH2:38][CH2:39][CH2:40][CH2:41][CH2:42][CH2:43][CH3:44])[CH2:21][N:22]([CH3:24])[CH3:23])[CH2:2][CH2:3][CH2:4][CH2:5][CH2:6][CH2:7][CH2:8][CH:9]=[CH:10][CH2:11][CH2:12][CH2:13][CH2:14][CH2:15][CH2:16][CH2:17][CH3:18].[O:45]=[C:46]([CH2:57][CH2:58][C:59](=[O:65])[CH2:60][CH2:61][C:62](=[O:64])[CH3:63])[CH2:47][CH2:48][O:49][C:50](=[O:56])[CH2:51][CH2:52][CH2:53][CH2:54][Br:55]. The catalyst is CC(C)=O. The product is [Br-:55].[CH2:1]([O:19][CH:20]([CH2:25][O:26][CH2:27][CH2:28][CH2:29][CH2:30][CH2:31][CH2:32][CH2:33][CH2:34][CH:35]=[CH:36][CH2:37][CH2:38][CH2:39][CH2:40][CH2:41][CH2:42][CH2:43][CH3:44])[CH2:21][N+:22]([CH2:54][CH2:53][CH2:52][CH2:51][C:50]([O:49][CH2:48][CH2:47][C:46](=[O:45])[CH2:57][CH2:58][C:59](=[O:65])[CH2:60][CH2:61][C:62](=[O:64])[CH3:63])=[O:56])([CH3:24])[CH3:23])[CH2:2][CH2:3][CH2:4][CH2:5][CH2:6][CH2:7][CH2:8][CH:9]=[CH:10][CH2:11][CH2:12][CH2:13][CH2:14][CH2:15][CH2:16][CH2:17][CH3:18]. The yield is 0.440. (5) The reactants are [C:1]([C:4]1[CH:9]=[CH:8][CH:7]=[C:6]([F:10])[C:5]=1[NH:11][C:12](=O)[C:13]([O:15][CH2:16][CH3:17])=[O:14])(=[O:3])[NH2:2].CC(C)([O-])C.[K+].[Na+].[Cl-].CC(O)=O. The catalyst is CCO. The product is [F:10][C:6]1[CH:7]=[CH:8][CH:9]=[C:4]2[C:5]=1[N:11]=[C:12]([C:13]([O:15][CH2:16][CH3:17])=[O:14])[N:2]=[C:1]2[OH:3]. The yield is 0.930. (6) The reactants are [N:1]1([C:12](=[O:13])[C:11]2[NH:10][CH:9]=[N:8][C:7]=2[N:5]([CH3:6])[C:3]1=[O:4])[CH3:2].S(=O)(=O)(O)O.[F:19][C:20](I)([F:22])[F:21].OO. The catalyst is S([O-])([O-])(=O)=O.[Fe+2].CS(C)=O. The product is [F:19][C:20]([F:22])([F:21])[C:9]1[NH:10][C:11]2[C:12](=[O:13])[N:1]([CH3:2])[C:3](=[O:4])[N:5]([CH3:6])[C:7]=2[N:8]=1. The yield is 0.480.